The task is: Predict the reaction yield, written as a fraction of the theoretical maximum amount of product (1.0 means a 100% yield; for example, 0.34 means a 34% yield).. This data is from Reaction yield outcomes from USPTO patents with 853,638 reactions. (1) The reactants are [Cl:1][C:2]1[CH:7]=[CH:6][C:5]([C:8]2[CH:13]=[CH:12][NH:11][C:10](=[O:14])[CH:9]=2)=[CH:4][CH:3]=1.Br[C:16]1[CH:24]=[C:23]2[C:19]([C:20]3[CH2:29][CH2:28][N:27]([C:30]([O:32][C:33]([CH3:36])([CH3:35])[CH3:34])=[O:31])[CH2:26][C:21]=3[N:22]2[CH3:25])=[CH:18][CH:17]=1. No catalyst specified. The product is [Cl:1][C:2]1[CH:3]=[CH:4][C:5]([C:8]2[CH:13]=[CH:12][N:11]([C:16]3[CH:24]=[C:23]4[C:19]([C:20]5[CH2:29][CH2:28][N:27]([C:30]([O:32][C:33]([CH3:36])([CH3:35])[CH3:34])=[O:31])[CH2:26][C:21]=5[N:22]4[CH3:25])=[CH:18][CH:17]=3)[C:10](=[O:14])[CH:9]=2)=[CH:6][CH:7]=1. The yield is 0.540. (2) The reactants are CC1(C)C(C)(C)[O:5][B:4]([C:9]2[CH:10]=[C:11]3[C:17]([C:18]([O:20][CH3:21])=[O:19])=[N:16][N:15]([CH2:22][O:23][CH2:24][CH2:25][Si:26]([CH3:29])([CH3:28])[CH3:27])[C:12]3=[N:13][CH:14]=2)[O:3]1.C([O-])(=O)C.[NH4+].I([O-])(=O)(=O)=O.[Na+]. The catalyst is CC(C)=O.O. The product is [CH3:21][O:20][C:18]([C:17]1[C:11]2[C:12](=[N:13][CH:14]=[C:9]([B:4]([OH:5])[OH:3])[CH:10]=2)[N:15]([CH2:22][O:23][CH2:24][CH2:25][Si:26]([CH3:27])([CH3:29])[CH3:28])[N:16]=1)=[O:19]. The yield is 0.740. (3) The reactants are Br[C:2]1[CH:7]=[CH:6][C:5]([N:8]2[C:12]3[N:13]=[CH:14][N:15]([CH2:18][C:19]4([OH:32])[CH2:24][CH2:23][N:22]([C:25]([O:27][C:28]([CH3:31])([CH3:30])[CH3:29])=[O:26])[CH2:21][CH2:20]4)[C:16](=[O:17])[C:11]=3[CH:10]=[N:9]2)=[CH:4][CH:3]=1.COC1C=CC=C(OC)C=1C1C=CC=CC=1P([CH:54]1[CH2:59][CH2:58][CH2:57]CC1)[CH:58]1[CH2:57]CC[CH2:54][CH2:59]1.Br[Zn]C1CCC1. The catalyst is C([O-])(=O)C.[Pd+2].C([O-])(=O)C.O1CCCC1. The product is [CH:57]1([C:2]2[CH:7]=[CH:6][C:5]([N:8]3[C:12]4[N:13]=[CH:14][N:15]([CH2:18][C:19]5([OH:32])[CH2:24][CH2:23][N:22]([C:25]([O:27][C:28]([CH3:29])([CH3:31])[CH3:30])=[O:26])[CH2:21][CH2:20]5)[C:16](=[O:17])[C:11]=4[CH:10]=[N:9]3)=[CH:4][CH:3]=2)[CH2:58][CH2:59][CH2:54]1. The yield is 0.110. (4) The reactants are C[O:2][C:3]([C:5]1[CH:10]=[CH:9][C:8]([C:11]2[CH:16]=[CH:15][CH:14]=[C:13]([NH:17][CH2:18][C:19]3[CH:24]=[CH:23][CH:22]=[CH:21][CH:20]=3)[CH:12]=2)=[CH:7][CH:6]=1)=O.[NH2:25][OH:26].[OH-].[Na+]. The catalyst is CO.O. The product is [OH:26][NH:25][C:3](=[O:2])[C:5]1[CH:10]=[CH:9][C:8]([C:11]2[CH:16]=[CH:15][CH:14]=[C:13]([NH:17][CH2:18][C:19]3[CH:24]=[CH:23][CH:22]=[CH:21][CH:20]=3)[CH:12]=2)=[CH:7][CH:6]=1. The yield is 0.320. (5) The reactants are [OH:1][C:2]1[CH:11]=[CH:10][CH:9]=[C:8]2[C:3]=1[CH2:4][CH2:5][CH2:6][C:7]2=[O:12].[Br:13][C:14]1[CH:19]=[CH:18][C:17]([Cl:20])=[CH:16][C:15]=1[CH2:21]Br.C(=O)([O-])[O-].[K+].[K+]. The catalyst is CN(C)C=O.C(OCC)(=O)C. The product is [Br:13][C:14]1[CH:19]=[CH:18][C:17]([Cl:20])=[CH:16][C:15]=1[CH2:21][O:1][C:2]1[CH:11]=[CH:10][CH:9]=[C:8]2[C:3]=1[CH2:4][CH2:5][CH2:6][C:7]2=[O:12]. The yield is 0.940. (6) The reactants are Br[C:2]1[CH:3]=[C:4]([S:8]([NH:11][C:12]2[C:13]([OH:21])=[C:14]([CH:18]=[CH:19][CH:20]=2)[C:15]([OH:17])=[O:16])(=[O:10])=[O:9])[S:5][C:6]=1[Cl:7].[F:22][C:23]1[CH:28]=[CH:27][C:26]([F:29])=[CH:25][C:24]=1B(O)O.CCN(C(C)C)C(C)C.C(Cl)Cl.C(O)(C(F)(F)F)=O. The catalyst is O1CCOCC1.C1C=CC(P(C2C=CC=CC=2)[C-]2C=CC=C2)=CC=1.C1C=CC(P(C2C=CC=CC=2)[C-]2C=CC=C2)=CC=1.Cl[Pd]Cl.[Fe+2]. The product is [Cl:7][C:6]1[S:5][C:4]([S:8]([NH:11][C:12]2[C:13]([OH:21])=[C:14]([CH:18]=[CH:19][CH:20]=2)[C:15]([OH:17])=[O:16])(=[O:10])=[O:9])=[CH:3][C:2]=1[C:27]1[CH:28]=[C:23]([F:22])[CH:24]=[CH:25][C:26]=1[F:29]. The yield is 0.440. (7) The reactants are [C:1]([O:5][C:6](=[O:22])[CH2:7][N:8]=[C:9]([C:16]1[CH:21]=[CH:20][CH:19]=[CH:18][CH:17]=1)[C:10]1[CH:15]=[CH:14][CH:13]=[CH:12][CH:11]=1)([CH3:4])([CH3:3])[CH3:2].Br[CH2:24][CH2:25][CH:26]=[CH2:27].C1COCC1.C[Si]([N-][Si](C)(C)C)(C)C.[Na+]. The catalyst is C(OCC)C. The product is [C:16]1([C:9](=[N:8][CH:7]([CH2:27][CH2:26][CH:25]=[CH2:24])[C:6]([O:5][C:1]([CH3:4])([CH3:2])[CH3:3])=[O:22])[C:10]2[CH:11]=[CH:12][CH:13]=[CH:14][CH:15]=2)[CH:17]=[CH:18][CH:19]=[CH:20][CH:21]=1. The yield is 0.940.